Dataset: Peptide-MHC class I binding affinity with 185,985 pairs from IEDB/IMGT. Task: Regression. Given a peptide amino acid sequence and an MHC pseudo amino acid sequence, predict their binding affinity value. This is MHC class I binding data. (1) The peptide sequence is ADLVNHPPV. The MHC is H-2-Db with pseudo-sequence H-2-Db. The binding affinity (normalized) is 0.415. (2) The peptide sequence is LPLAKPMVI. The MHC is HLA-B07:02 with pseudo-sequence HLA-B07:02. The binding affinity (normalized) is 0.617. (3) The peptide sequence is WASRELERF. The MHC is HLA-B27:05 with pseudo-sequence HLA-B27:05. The binding affinity (normalized) is 0.0847. (4) The peptide sequence is RLPSETFPNV. The MHC is HLA-A68:02 with pseudo-sequence HLA-A68:02. The binding affinity (normalized) is 0.583. (5) The peptide sequence is QLMAEKLQL. The MHC is HLA-A02:01 with pseudo-sequence HLA-A02:01. The binding affinity (normalized) is 0.805. (6) The peptide sequence is YALCTLLHL. The MHC is HLA-A02:01 with pseudo-sequence HLA-A02:01. The binding affinity (normalized) is 0.801. (7) The peptide sequence is GWPDNYCEW. The MHC is HLA-A11:01 with pseudo-sequence HLA-A11:01. The binding affinity (normalized) is 0.0847.